From a dataset of Full USPTO retrosynthesis dataset with 1.9M reactions from patents (1976-2016). Predict the reactants needed to synthesize the given product. (1) Given the product [Cl:24][C:4]1[CH:3]=[C:2]([NH:1][C:30](=[O:31])[C:29]2[CH:33]=[CH:34][C:35]([O:36][CH3:37])=[C:27]([O:26][CH3:25])[CH:28]=2)[CH:7]=[CH:6][C:5]=1[C:8]([CH3:22])([CH3:23])[CH2:9][NH:10][C:11]([C:13]1[C:21]2[C:16](=[CH:17][CH:18]=[CH:19][CH:20]=2)[NH:15][N:14]=1)=[O:12], predict the reactants needed to synthesize it. The reactants are: [NH2:1][C:2]1[CH:7]=[CH:6][C:5]([C:8]([CH3:23])([CH3:22])[CH2:9][NH:10][C:11]([C:13]2[C:21]3[C:16](=[CH:17][CH:18]=[CH:19][CH:20]=3)[NH:15][N:14]=2)=[O:12])=[C:4]([Cl:24])[CH:3]=1.[CH3:25][O:26][C:27]1[CH:28]=[C:29]([CH:33]=[CH:34][C:35]=1[O:36][CH3:37])[C:30](Cl)=[O:31].C(N(CC)CC)C. (2) Given the product [F:1][C:2]([F:10])([F:9])[C:3]1[CH:8]=[CH:7][N+:6]([O-:16])=[CH:5][CH:4]=1, predict the reactants needed to synthesize it. The reactants are: [F:1][C:2]([F:10])([F:9])[C:3]1[CH:8]=[CH:7][N:6]=[CH:5][CH:4]=1.ClC1C=C(C=CC=1)C(OO)=[O:16]. (3) Given the product [CH3:9][C:8]1[C:3]([CH:2]=[O:1])=[N:4][CH:5]=[CH:6][CH:7]=1, predict the reactants needed to synthesize it. The reactants are: [OH:1][CH2:2][C:3]1[C:8]([CH3:9])=[CH:7][CH:6]=[CH:5][N:4]=1. (4) Given the product [C:15]([C:7]1[O:8][C:9]([C:11]([CH3:14])([CH3:13])[CH3:12])=[CH:10][C:6]=1[N:5]=[C:1]=[O:2])([O:17][CH3:18])=[O:16].[ClH:3].[NH+:19]1[CH:24]=[CH:23][CH:22]=[CH:21][CH:20]=1, predict the reactants needed to synthesize it. The reactants are: [C:1](Cl)([Cl:3])=[O:2].[NH2:5][C:6]1[CH:10]=[C:9]([C:11]([CH3:14])([CH3:13])[CH3:12])[O:8][C:7]=1[C:15]([O:17][CH3:18])=[O:16].[N:19]1[CH:24]=[CH:23][CH:22]=[CH:21][CH:20]=1.